From a dataset of Reaction yield outcomes from USPTO patents with 853,638 reactions. Predict the reaction yield, written as a fraction of the theoretical maximum amount of product (1.0 means a 100% yield; for example, 0.34 means a 34% yield). (1) The reactants are [Br:1][C:2]1[CH:3]=[C:4]([NH:10][C:11]2[N:16]=[CH:15][C:14]([N:17]3[CH2:22][CH2:21][N:20](C(OC(C)(C)C)=O)[CH2:19][CH2:18]3)=[CH:13][CH:12]=2)[C:5](=[O:9])[N:6]([CH3:8])[CH:7]=1. The catalyst is Cl.O1CCOCC1. The product is [Br:1][C:2]1[CH:3]=[C:4]([NH:10][C:11]2[CH:12]=[CH:13][C:14]([N:17]3[CH2:22][CH2:21][NH:20][CH2:19][CH2:18]3)=[CH:15][N:16]=2)[C:5](=[O:9])[N:6]([CH3:8])[CH:7]=1. The yield is 0.870. (2) The reactants are [NH2:1][C:2]1[CH:7]=[C:6]([Cl:8])[C:5]([CH:9]([C:12]2[N:13]=[N:14][C:15](Cl)=[C:16]([CH:18]([CH3:20])[CH3:19])[CH:17]=2)C#N)=[C:4]([Cl:22])[CH:3]=1.[OH2:23].Cl.[OH-].[Na+]. The catalyst is C(O)(=O)C. The product is [NH2:1][C:2]1[CH:7]=[C:6]([Cl:8])[C:5]([CH2:9][C:12]2[CH:17]=[C:16]([CH:18]([CH3:20])[CH3:19])[C:15](=[O:23])[NH:14][N:13]=2)=[C:4]([Cl:22])[CH:3]=1. The yield is 0.760.